From a dataset of Full USPTO retrosynthesis dataset with 1.9M reactions from patents (1976-2016). Predict the reactants needed to synthesize the given product. (1) Given the product [C:2]([C:7]1[O:11][C:10]([CH2:12][N:13]2[CH:17]=[C:16]([NH:18][C:32]([C:28]3[N:29]=[CH:30][O:31][C:27]=3[C:23]3[CH:24]=[CH:25][CH:26]=[C:21]([N:20]([CH3:35])[CH3:19])[CH:22]=3)=[O:33])[CH:15]=[N:14]2)=[CH:9][CH:8]=1)(=[O:6])[CH3:1], predict the reactants needed to synthesize it. The reactants are: [CH3:1][C:2]1([C:7]2[O:11][C:10]([CH2:12][N:13]3[CH:17]=[C:16]([NH2:18])[CH:15]=[N:14]3)=[CH:9][CH:8]=2)[O:6]CCO1.[CH3:19][N:20]([CH3:35])[C:21]1[CH:22]=[C:23]([C:27]2[O:31][CH:30]=[N:29][C:28]=2[C:32](O)=[O:33])[CH:24]=[CH:25][CH:26]=1. (2) The reactants are: [Cl:1][C:2]1[C:3]2[N:4]([CH:12]=[C:13]([C:15]3[S:16][C:17]([C:20]4[CH:25]=[C:24]([Cl:26])[C:23]([O:27]C)=[CH:22][C:21]=4[Cl:29])=[N:18][N:19]=3)[N:14]=2)[CH:5]=[C:6]([C:8]([F:11])([F:10])[F:9])[CH:7]=1.[Al+3].[Cl-].[Cl-].[Cl-].CCS. Given the product [Cl:26][C:24]1[CH:25]=[C:20]([C:17]2[S:16][C:15]([C:13]3[N:14]=[C:3]4[C:2]([Cl:1])=[CH:7][C:6]([C:8]([F:10])([F:9])[F:11])=[CH:5][N:4]4[CH:12]=3)=[N:19][N:18]=2)[C:21]([Cl:29])=[CH:22][C:23]=1[OH:27], predict the reactants needed to synthesize it. (3) Given the product [F:1][C:2]1[C:10]([N+:11]([O-:13])=[O:12])=[CH:9][CH:8]=[CH:7][C:3]=1[C:4]([N:18]1[CH2:22][CH2:21][CH2:20][C@H:19]1[C:23]([O:25][CH:26]([CH3:28])[CH3:27])=[O:24])=[O:6], predict the reactants needed to synthesize it. The reactants are: [F:1][C:2]1[C:10]([N+:11]([O-:13])=[O:12])=[CH:9][CH:8]=[CH:7][C:3]=1[C:4]([OH:6])=O.S(Cl)(Cl)=O.[NH:18]1[CH2:22][CH2:21][CH2:20][C@H:19]1[C:23]([O:25][CH:26]([CH3:28])[CH3:27])=[O:24]. (4) Given the product [CH3:19][C:18]1[N:10]=[C:8]([NH:7][C:1]2[CH:6]=[CH:5][CH:4]=[CH:3][CH:2]=2)[S:9][C:12]=1[C:13]([O:15][CH2:16][CH3:17])=[O:14], predict the reactants needed to synthesize it. The reactants are: [C:1]1([NH:7][C:8]([NH2:10])=[S:9])[CH:6]=[CH:5][CH:4]=[CH:3][CH:2]=1.Cl[CH:12]([C:18](=O)[CH3:19])[C:13]([O:15][CH2:16][CH3:17])=[O:14]. (5) Given the product [ClH:23].[Cl:24][C:19]1[CH:18]=[C:17]([C@H:4]2[C@H:3]([CH2:2][NH:1][C:36](=[O:35])[CH2:37][OH:38])[O:9][CH2:8][CH2:7][NH:6][CH2:5]2)[CH:22]=[CH:21][C:20]=1[Cl:23], predict the reactants needed to synthesize it. The reactants are: [NH2:1][CH2:2][C@@H:3]1[O:9][CH2:8][CH2:7][N:6](C(OC(C)(C)C)=O)[CH2:5][C@H:4]1[C:17]1[CH:22]=[CH:21][C:20]([Cl:23])=[C:19]([Cl:24])[CH:18]=1.C(N(CC)CC)C.C([O:35][CH2:36][C:37](Cl)=[O:38])(=O)C.O. (6) The reactants are: [F:1][C:2]1[CH:11]=[C:10]([CH:12]([NH2:14])[CH3:13])[C:9]([C:15]2[CH:20]=[CH:19][CH:18]=[C:17]([F:21])[CH:16]=2)=[C:8]2[C:3]=1[CH:4]=[CH:5][N:6]=[N:7]2.[NH2:22][C:23]1[N:31]=[C:30]2[C:26]([NH:27][CH:28]=[N:29]2)=[C:25](Br)[N:24]=1.C(O)CCC.C(N(CC)C(C)C)(C)C. Given the product [F:1][C:2]1[CH:11]=[C:10]([CH:12]([NH:14][C:25]2[N:24]=[C:23]([NH2:22])[N:31]=[C:30]3[C:26]=2[N:27]=[CH:28][NH:29]3)[CH3:13])[C:9]([C:15]2[CH:20]=[CH:19][CH:18]=[C:17]([F:21])[CH:16]=2)=[C:8]2[C:3]=1[CH:4]=[CH:5][N:6]=[N:7]2, predict the reactants needed to synthesize it. (7) Given the product [Cl:20][C:21]1[N:26]=[CH:25][C:24]([CH2:27][N:4]2[CH2:3][CH2:2][N:1]([C:7]3[CH:8]=[CH:9][C:10]4[N:11]([C:13]([C:16]([F:17])([F:18])[F:19])=[N:14][N:15]=4)[N:12]=3)[CH2:6][CH2:5]2)=[CH:23][CH:22]=1, predict the reactants needed to synthesize it. The reactants are: [N:1]1([C:7]2[CH:8]=[CH:9][C:10]3[N:11]([C:13]([C:16]([F:19])([F:18])[F:17])=[N:14][N:15]=3)[N:12]=2)[CH2:6][CH2:5][NH:4][CH2:3][CH2:2]1.[Cl:20][C:21]1[N:26]=[CH:25][C:24]([CH:27]=O)=[CH:23][CH:22]=1. (8) Given the product [OH-:9].[NH4+:16].[CH3:26][C:23]1[S:22][C:21](=[NH:20])[N:25]([CH2:12][CH2:13][C:14]2[S:18][CH:17]=[N:16][C:15]=2[CH3:19])[CH:24]=1, predict the reactants needed to synthesize it. The reactants are: CC1C=CC(S(O[CH2:12][CH2:13][C:14]2[S:18][CH:17]=[N:16][C:15]=2[CH3:19])(=O)=[O:9])=CC=1.[NH2:20][C:21]1[S:22][C:23]([CH3:26])=[CH:24][N:25]=1.CO.